Dataset: Reaction yield outcomes from USPTO patents with 853,638 reactions. Task: Predict the reaction yield, written as a fraction of the theoretical maximum amount of product (1.0 means a 100% yield; for example, 0.34 means a 34% yield). The reactants are [C:1]([O:4][C:5]1[CH:13]=[CH:12][C:11]([Cl:14])=[CH:10][C:6]=1[C:7]([OH:9])=O)(=[O:3])[CH3:2].[NH2:15][C:16]1[CH:21]=[CH:20][C:19]([N:22]2[C:26]([C:27]([F:30])([F:29])[F:28])=[CH:25][C:24]([C:31]([F:34])([F:33])[F:32])=[N:23]2)=[CH:18][CH:17]=1. No catalyst specified. The product is [C:1]([O:4][C:5]1[CH:13]=[CH:12][C:11]([Cl:14])=[CH:10][C:6]=1[C:7]([NH:15][C:16]1[CH:17]=[CH:18][C:19]([N:22]2[C:26]([C:27]([F:28])([F:29])[F:30])=[CH:25][C:24]([C:31]([F:34])([F:33])[F:32])=[N:23]2)=[CH:20][CH:21]=1)=[O:9])(=[O:3])[CH3:2]. The yield is 0.778.